From a dataset of Catalyst prediction with 721,799 reactions and 888 catalyst types from USPTO. Predict which catalyst facilitates the given reaction. (1) Reactant: [F:1][C:2]1[CH:14]=[CH:13][C:12]([N+:15]([O-:17])=[O:16])=[CH:11][C:3]=1[NH:4][C:5](=[O:10])[C:6]([F:9])([F:8])[F:7].CI.[C:20]([O-])([O-])=O.[K+].[K+]. Product: [F:1][C:2]1[CH:14]=[CH:13][C:12]([N+:15]([O-:17])=[O:16])=[CH:11][C:3]=1[N:4]([CH3:20])[C:5](=[O:10])[C:6]([F:7])([F:8])[F:9]. The catalyst class is: 3. (2) Reactant: C(OC(=O)[NH:7][CH2:8][CH2:9][N:10]1[C:14]2[CH:15]=[CH:16][CH:17]=[CH:18][C:13]=2[NH:12][C:11]1=[O:19])(C)(C)C.[Cl:21][C:22]1[S:26][C:25]([S:27](Cl)(=[O:29])=[O:28])=[CH:24][CH:23]=1.C(N(C(C)C)CC)(C)C. Product: [NH2:7][CH2:8][CH2:9][N:10]1[C:14]2[CH:15]=[CH:16][CH:17]=[CH:18][C:13]=2[N:12]([S:27]([C:25]2[S:26][C:22]([Cl:21])=[CH:23][CH:24]=2)(=[O:29])=[O:28])[C:11]1=[O:19]. The catalyst class is: 527.